This data is from Forward reaction prediction with 1.9M reactions from USPTO patents (1976-2016). The task is: Predict the product of the given reaction. Given the reactants [Cl:1][C:2]1[CH:7]=[CH:6][C:5]([N:8]([CH2:16][CH2:17][CH2:18][S:19]([CH3:22])(=[O:21])=[O:20])[C:9](=[O:15])[O:10][C:11]([CH3:14])([CH3:13])[CH3:12])=[C:4]([N+:23]([O-])=O)[CH:3]=1, predict the reaction product. The product is: [NH2:23][C:4]1[CH:3]=[C:2]([Cl:1])[CH:7]=[CH:6][C:5]=1[N:8]([CH2:16][CH2:17][CH2:18][S:19]([CH3:22])(=[O:21])=[O:20])[C:9](=[O:15])[O:10][C:11]([CH3:13])([CH3:14])[CH3:12].